Task: Predict the product of the given reaction.. Dataset: Forward reaction prediction with 1.9M reactions from USPTO patents (1976-2016) (1) Given the reactants Br[C:2]1[CH:7]=[CH:6][C:5]([CH:8]([O:13][C:14]2[CH:19]=[CH:18][CH:17]=[C:16]([Cl:20])[CH:15]=2)[CH2:9][CH2:10][NH:11][CH3:12])=[CH:4][CH:3]=1.CC1(C)C(C)(C)OB([C:29]2[CH:30]=[N:31][NH:32][CH:33]=2)O1, predict the reaction product. The product is: [Cl:20][C:16]1[CH:15]=[C:14]([CH:19]=[CH:18][CH:17]=1)[O:13][CH:8]([C:5]1[CH:6]=[CH:7][C:2]([C:29]2[CH:30]=[N:31][NH:32][CH:33]=2)=[CH:3][CH:4]=1)[CH2:9][CH2:10][NH:11][CH3:12]. (2) The product is: [Br:1][C:2]1[CH:3]=[C:4]([CH2:8][O:9][CH2:11][C:12]2[CH:17]=[CH:16][C:15]([B:18]([OH:20])[OH:19])=[CH:14][CH:13]=2)[CH:5]=[CH:6][CH:7]=1. Given the reactants [Br:1][C:2]1[CH:3]=[C:4]([CH2:8][OH:9])[CH:5]=[CH:6][CH:7]=1.O[CH2:11][C:12]1[CH:17]=[CH:16][C:15]([B:18]([OH:20])[OH:19])=[CH:14][CH:13]=1, predict the reaction product. (3) Given the reactants [S:1]1[C:5]2[CH:6]=[CH:7][CH:8]=[CH:9][C:4]=2[N:3]=[C:2]1[C:10]1[N:14]2[CH2:15][CH2:16][NH:17][CH2:18][C:13]2=[N:12][N:11]=1.[C:19]([O:24][C@@H:25]([C:27]1[N:32]=[C:31](Cl)[CH:30]=[CH:29][N:28]=1)[CH3:26])(=[O:23])[CH2:20][CH2:21][CH3:22].C(N(CC)CC)C, predict the reaction product. The product is: [C:19]([O:24][C@@H:25]([C:27]1[N:28]=[C:29]([N:17]2[CH2:16][CH2:15][N:14]3[C:10]([C:2]4[S:1][C:5]5[CH:6]=[CH:7][CH:8]=[CH:9][C:4]=5[N:3]=4)=[N:11][N:12]=[C:13]3[CH2:18]2)[CH:30]=[CH:31][N:32]=1)[CH3:26])(=[O:23])[CH2:20][CH2:21][CH3:22]. (4) Given the reactants [CH3:1][C:2]1[N:3]([C:7]2[CH:12]=[CH:11][C:10]([NH:13][C:14]3[N:15]=[C:16]([OH:24])[C:17]4[CH2:23][NH:22][CH2:21][CH2:20][C:18]=4[N:19]=3)=[CH:9][CH:8]=2)[CH:4]=[CH:5][N:6]=1.C=O.[C:27](O)(=O)C.C([BH3-])#N.[Na+], predict the reaction product. The product is: [CH3:27][N:22]1[CH2:21][CH2:20][C:18]2[N:19]=[C:14]([NH:13][C:10]3[CH:11]=[CH:12][C:7]([N:3]4[CH:4]=[CH:5][N:6]=[C:2]4[CH3:1])=[CH:8][CH:9]=3)[N:15]=[C:16]([OH:24])[C:17]=2[CH2:23]1. (5) Given the reactants [OH:1][C:2]1[CH:3]=[C:4]2[C:9](=[CH:10][CH:11]=1)[N:8]=[CH:7][N:6]([C:12]1[CH:13]=[C:14]([CH:18]=[CH:19][C:20]=1[CH3:21])[C:15]([OH:17])=[O:16])[C:5]2=[O:22].C([O-])([O-])=O.[K+].[K+].Br[CH2:30][CH2:31][Cl:32].[OH-].[Na+].Cl, predict the reaction product. The product is: [Cl:32][CH2:31][CH2:30][O:1][C:2]1[CH:3]=[C:4]2[C:9](=[CH:10][CH:11]=1)[N:8]=[CH:7][N:6]([C:12]1[CH:13]=[C:14]([CH:18]=[CH:19][C:20]=1[CH3:21])[C:15]([OH:17])=[O:16])[C:5]2=[O:22]. (6) Given the reactants [CH2:1]([O:3][C:4]1[CH:8]=[C:7]([NH2:9])[NH:6][N:5]=1)[CH3:2].Cl[C:11]1[CH:16]=[CH:15][N:14]=[C:13]([NH:17][CH2:18][C:19]2[O:23][N:22]=[C:21]([CH3:24])[CH:20]=2)[N:12]=1, predict the reaction product. The product is: [CH2:1]([O:3][C:4]1[NH:5][N:6]=[C:7]([NH:9][C:11]2[CH:16]=[CH:15][N:14]=[C:13]([NH:17][CH2:18][C:19]3[O:23][N:22]=[C:21]([CH3:24])[CH:20]=3)[N:12]=2)[CH:8]=1)[CH3:2].